Dataset: NCI-60 drug combinations with 297,098 pairs across 59 cell lines. Task: Regression. Given two drug SMILES strings and cell line genomic features, predict the synergy score measuring deviation from expected non-interaction effect. Drug 1: CCN(CC)CCCC(C)NC1=C2C=C(C=CC2=NC3=C1C=CC(=C3)Cl)OC. Drug 2: B(C(CC(C)C)NC(=O)C(CC1=CC=CC=C1)NC(=O)C2=NC=CN=C2)(O)O. Cell line: TK-10. Synergy scores: CSS=66.4, Synergy_ZIP=-1.39, Synergy_Bliss=-1.35, Synergy_Loewe=-25.4, Synergy_HSA=0.322.